Dataset: Full USPTO retrosynthesis dataset with 1.9M reactions from patents (1976-2016). Task: Predict the reactants needed to synthesize the given product. (1) Given the product [CH2:22]([CH:24]([NH:27][C:2]1[C:3]([N+:19]([O-:21])=[O:20])=[C:4]([NH:9][C:10]2[C:11]([CH3:18])=[N:12][C:13]([CH3:17])=[CH:14][C:15]=2[CH3:16])[N:5]=[C:6]([CH3:8])[N:7]=1)[CH2:25][CH3:26])[CH3:23], predict the reactants needed to synthesize it. The reactants are: Cl[C:2]1[N:7]=[C:6]([CH3:8])[N:5]=[C:4]([NH:9][C:10]2[C:11]([CH3:18])=[N:12][C:13]([CH3:17])=[CH:14][C:15]=2[CH3:16])[C:3]=1[N+:19]([O-:21])=[O:20].[CH2:22]([CH:24]([NH2:27])[CH2:25][CH3:26])[CH3:23]. (2) Given the product [NH2:8][C:9]1[S:10][C:11]2[CH:17]=[CH:16][CH:15]=[CH:14][C:12]=2[N:13]=1.[NH2:20][C@H:4]([C:3]([OH:2])=[O:28])[CH2:5][CH2:6][C:7]([OH:19])=[O:58], predict the reactants needed to synthesize it. The reactants are: C[O:2][C:3](=[O:28])[C@@H:4]([NH:20]C(OC(C)(C)C)=O)[CH2:5][CH2:6][C:7](=[O:19])[NH:8][C:9]1[S:10][C:11]2[CH:17]=[C:16](F)[CH:15]=[CH:14][C:12]=2[N:13]=1.C(N(CC)C(C)C)(C)C.FC1C=CC2N=C(N)SC=2C=1.N1([OH:58])C2C=CC=CC=2N=N1.Cl.CN(C)CCCN=C=NCC. (3) Given the product [CH3:22][C:23]1([CH3:43])[C:35]2=[CH:34][C:33]3[N:36]([C:2]4[CH:3]=[C:4]([C:8]5[CH:13]=[CH:12][CH:11]=[C:10]([C:14]([C:16]6[CH:17]=[CH:18][CH:19]=[CH:20][CH:21]=6)=[O:15])[CH:9]=5)[CH:5]=[CH:6][CH:7]=4)[C:37]4[C:42]([C:32]=3[CH:31]=[C:30]2[C:29]2[C:24]1=[CH:25][CH:26]=[CH:27][CH:28]=2)=[CH:41][CH:44]=[CH:39][CH:38]=4, predict the reactants needed to synthesize it. The reactants are: Br[C:2]1[CH:3]=[C:4]([C:8]2[CH:13]=[CH:12][CH:11]=[C:10]([C:14]([C:16]3[CH:21]=[CH:20][CH:19]=[CH:18][CH:17]=3)=[O:15])[CH:9]=2)[CH:5]=[CH:6][CH:7]=1.[CH3:22][C:23]1([CH3:43])[C:35]2[CH:34]=[C:33]3[NH:36][C:37]4[C:42]([C:32]3=[CH:31][C:30]=2[C:29]2[C:24]1=[CH:25][CH:26]=[CH:27][CH:28]=2)=[CH:41]N=[CH:39][CH:38]=4.[C:44](P(C(C)(C)C)C(C)(C)C)(C)(C)C. (4) The reactants are: [CH2:1]([O:8][C@H:9]1[C@H:23]([O:24][C:25](=[O:32])[C:26]2[CH:31]=[CH:30][CH:29]=[CH:28][CH:27]=2)[C@@:22]([CH3:43])([CH2:33][O:34][C:35](=[O:42])[C:36]2[CH:41]=[CH:40][CH:39]=[CH:38][CH:37]=2)[O:21][C@@H:11]([O:12][C:13](=[O:20])[C:14]2[CH:19]=[CH:18][CH:17]=[CH:16][CH:15]=2)[C@@H:10]1[O:44][C:45](=[O:52])[C:46]1[CH:51]=[CH:50][CH:49]=[CH:48][CH:47]=1)[C:2]1[CH:7]=[CH:6][CH:5]=[CH:4][CH:3]=1.Cl.C(Cl)(=[O:61])C1C=CC=CC=1. Given the product [C:45]([O:44][C@@H:10]1[C@@H:9]([O:8][C:1](=[O:61])[C:2]2[CH:3]=[CH:4][CH:5]=[CH:6][CH:7]=2)[C@H:23]([O:24][C:25](=[O:32])[C:26]2[CH:31]=[CH:30][CH:29]=[CH:28][CH:27]=2)[C@@:22]([CH3:43])([CH2:33][O:34][C:35](=[O:42])[C:36]2[CH:37]=[CH:38][CH:39]=[CH:40][CH:41]=2)[O:21][C@H:11]1[O:12][C:13](=[O:20])[C:14]1[CH:15]=[CH:16][CH:17]=[CH:18][CH:19]=1)(=[O:52])[C:46]1[CH:51]=[CH:50][CH:49]=[CH:48][CH:47]=1, predict the reactants needed to synthesize it. (5) The reactants are: [CH3:1][O:2][C:3]1[CH:4]=[C:5]([C:9]2[C:10]([N:18]3[CH2:23][CH2:22][NH:21][CH2:20][CH2:19]3)=[C:11]3[CH:17]=[CH:16][NH:15][C:12]3=[N:13][CH:14]=2)[CH:6]=[CH:7][CH:8]=1.[C:24]([O:28][C:29]([N:31]([CH:44]([CH3:46])[CH3:45])[CH2:32][C@H:33]([C:37]1[CH:42]=[CH:41][C:40]([Cl:43])=[CH:39][CH:38]=1)[C:34](O)=[O:35])=[O:30])([CH3:27])([CH3:26])[CH3:25].C1C=CC2N(O)N=NC=2C=1.O.CCN=C=NCCCN(C)C.CCN(C(C)C)C(C)C. Given the product [Cl:43][C:40]1[CH:41]=[CH:42][C:37]([C@H:33]([C:34]([N:21]2[CH2:22][CH2:23][N:18]([C:10]3[C:9]([C:5]4[CH:6]=[CH:7][CH:8]=[C:3]([O:2][CH3:1])[CH:4]=4)=[CH:14][N:13]=[C:12]4[NH:15][CH:16]=[CH:17][C:11]=34)[CH2:19][CH2:20]2)=[O:35])[CH2:32][N:31]([CH:44]([CH3:45])[CH3:46])[C:29](=[O:30])[O:28][C:24]([CH3:26])([CH3:25])[CH3:27])=[CH:38][CH:39]=1, predict the reactants needed to synthesize it. (6) The reactants are: Br[C:2]1[CH:11]=[CH:10][C:5]([C:6]([O:8][CH3:9])=[O:7])=[CH:4][C:3]=1[S:12](=[O:18])(=[O:17])[NH:13][CH2:14][CH2:15][OH:16].CO.C[O-].[Na+]. Given the product [S:12]1(=[O:18])(=[O:17])[NH:13][CH2:14][CH2:15][O:16][C:2]2[CH:11]=[CH:10][C:5]([C:6]([O:8][CH3:9])=[O:7])=[CH:4][C:3]1=2, predict the reactants needed to synthesize it. (7) Given the product [OH:11][C@@H:2]([C:3]([CH3:6])([CH3:5])[CH3:4])[C:7]([OH:9])=[O:8], predict the reactants needed to synthesize it. The reactants are: N[C@H:2]([C:7]([OH:9])=[O:8])[C:3]([CH3:6])([CH3:5])[CH3:4].N([O-])=[O:11].[Na+].